Dataset: Full USPTO retrosynthesis dataset with 1.9M reactions from patents (1976-2016). Task: Predict the reactants needed to synthesize the given product. (1) Given the product [N:14]1([CH2:12][C:7]2[CH:8]=[C:9]3[C:4](=[CH:5][CH:6]=2)[CH2:3][C@@H:2]([NH2:1])[CH2:11][CH2:10]3)[CH2:18][CH2:17][CH2:16][CH2:15]1, predict the reactants needed to synthesize it. The reactants are: [NH2:1][C@H:2]1[CH2:11][CH2:10][C:9]2[CH:8]=[C:7]([C:12]([N:14]3[CH2:18][CH2:17][CH2:16][CH2:15]3)=O)[CH:6]=[CH:5][C:4]=2[CH2:3]1.[H-].[Al+3].[Li+].[H-].[H-].[H-].O.[OH-].[Na+]. (2) Given the product [CH3:1][O:2][C:3]1[CH:17]=[CH:16][C:6]([C:7](=[O:8])[NH:9][C:10]2[CH:15]=[CH:14][CH:13]=[CH:12][CH:11]=2)=[CH:5][C:4]=1[NH:18][C:29](=[S:30])[NH:28][C:24]1[CH:23]=[C:22]([CH:27]=[CH:26][CH:25]=1)[C:19]([OH:21])=[O:20], predict the reactants needed to synthesize it. The reactants are: [CH3:1][O:2][C:3]1[CH:17]=[CH:16][C:6]([C:7]([NH:9][C:10]2[CH:15]=[CH:14][CH:13]=[CH:12][CH:11]=2)=[O:8])=[CH:5][C:4]=1[NH2:18].[C:19]([C:22]1[CH:23]=[C:24]([N:28]=[C:29]=[S:30])[CH:25]=[CH:26][CH:27]=1)([OH:21])=[O:20]. (3) Given the product [CH:35]1([N:32]2[CH2:33][CH2:34][N:29]([C:27]([NH:26][C@@H:14]([C:12]([NH:11][C:9]3[CH:10]=[C:5]([CH2:4][N:2]([CH3:1])[CH3:3])[CH:6]=[CH:7][C:8]=3[O:42][CH2:43][CH3:44])=[O:13])[C@H:15]([C:17]3[C:25]4[C:20](=[CH:21][CH:22]=[CH:23][CH:24]=4)[NH:19][CH:18]=3)[CH3:16])=[O:28])[CH2:30][CH2:31]2)[CH2:55][CH2:52][CH2:53]1, predict the reactants needed to synthesize it. The reactants are: [CH3:1][N:2]([CH2:4][C:5]1[CH:6]=[CH:7][C:8]([O:42][CH2:43][CH3:44])=[C:9]([NH:11][C:12]([C@H:14]([NH:26][C:27]([N:29]2[CH2:34][CH2:33][N:32]([C:35](OC(C)(C)C)=O)[CH2:31][CH2:30]2)=[O:28])[C@H:15]([C:17]2[C:25]3[C:20](=[CH:21][CH:22]=[CH:23][CH:24]=3)[NH:19][CH:18]=2)[CH3:16])=[O:13])[CH:10]=1)[CH3:3].Cl.O1CCOCC1.[C:52]1(=O)[CH2:55]C[CH2:53]1.C(O[BH-](OC(=O)C)OC(=O)C)(=O)C.[Na+].C(=O)([O-])O.[Na+]. (4) Given the product [Br:1][C:2]1[CH:3]=[CH:4][C:5]([O:32][C:33]2[CH:38]=[CH:37][C:36]([C:39]([OH:41])=[O:40])=[CH:35][CH:34]=2)=[C:6]([CH:8]2[C:13]3([C:21]4[C:16](=[CH:17][C:18]([Cl:22])=[CH:19][CH:20]=4)[NH:15][C:14]3=[O:23])[CH:12]([C:24]3[CH:29]=[CH:28][CH:27]=[C:26]([Cl:30])[CH:25]=3)[CH2:11][C:10](=[O:31])[NH:9]2)[CH:7]=1, predict the reactants needed to synthesize it. The reactants are: [Br:1][C:2]1[CH:3]=[CH:4][C:5]([O:32][C:33]2[CH:38]=[CH:37][C:36]([C:39]([O:41]C)=[O:40])=[CH:35][CH:34]=2)=[C:6]([CH:8]2[C:13]3([C:21]4[C:16](=[CH:17][C:18]([Cl:22])=[CH:19][CH:20]=4)[NH:15][C:14]3=[O:23])[CH:12]([C:24]3[CH:29]=[CH:28][CH:27]=[C:26]([Cl:30])[CH:25]=3)[CH2:11][C:10](=[O:31])[NH:9]2)[CH:7]=1.[OH-].[Na+].CO.Cl. (5) Given the product [CH2:1]([N:3]([CH2:31][C:32]1[CH:37]=[CH:36][C:35]([O:38][CH2:42][CH2:43][N:45]([CH3:52])[CH2:46][C@@H:47]2[CH2:51][CH2:50][CH2:49][O:48]2)=[C:34]([F:39])[CH:33]=1)[C:4]1[CH:9]=[C:8]([O:10][CH3:11])[C:7]([O:12][CH3:13])=[CH:6][C:5]=1[C@@H:14]1[CH2:23][CH2:22][C:21]2[CH:20]=[C:19]([OH:24])[CH:18]=[CH:17][C:16]=2[CH2:15]1)[CH3:2], predict the reactants needed to synthesize it. The reactants are: [CH2:1]([N:3]([C:31](=O)[C:32]1[CH:37]=[CH:36][C:35]([OH:38])=[C:34]([F:39])[CH:33]=1)[C:4]1[CH:9]=[C:8]([O:10][CH3:11])[C:7]([O:12][CH3:13])=[CH:6][C:5]=1[C@@H:14]1[CH2:23][CH2:22][C:21]2[CH:20]=[C:19]([O:24]C(=O)C(C)(C)C)[CH:18]=[CH:17][C:16]=2[CH2:15]1)[CH3:2].Cl[CH2:42][C:43]([N:45]([CH3:52])[CH2:46][C@@H:47]1[CH2:51][CH2:50][CH2:49][O:48]1)=O. (6) The reactants are: OCCO[P:5](=[O:14])([O:10][CH:11]([CH3:13])[CH3:12])[O:6][CH:7]([CH3:9])[CH3:8].[CH3:15][O:16][CH2:17][CH2:18][O:19][C:20]1[N:28]=[C:27]2[C:23]([NH:24][CH:25]=[N:26]2)=[C:22]([NH2:29])[N:21]=1.C1(P(C2C=CC=CC=2)C2C=CC=CC=2)C=CC=CC=1.N([C:51]([O:53][CH:54](C)[CH3:55])=O)=N[C:51]([O:53][CH:54](C)[CH3:55])=O. Given the product [CH:11]([O:10][P:5]([CH2:51][O:53][CH2:54][CH2:55][N:26]1[CH:25]=[N:24][C:23]2[C:27]1=[N:28][C:20]([O:19][CH2:18][CH2:17][O:16][CH3:15])=[N:21][C:22]=2[NH2:29])(=[O:14])[O:6][CH:7]([CH3:8])[CH3:9])([CH3:12])[CH3:13], predict the reactants needed to synthesize it. (7) Given the product [CH2:1]([O:3][C:4]([C:6]1[N:7]([C@H:27]([CH3:29])[CH2:28][NH:24][C:22]([O:21][C:17]([CH3:20])([CH3:19])[CH3:18])=[O:23])[C:8]2[C:13]([CH:14]=1)=[CH:12][C:11]([F:15])=[CH:10][C:9]=2[Br:16])=[O:5])[CH3:2], predict the reactants needed to synthesize it. The reactants are: [CH2:1]([O:3][C:4]([C:6]1[NH:7][C:8]2[C:13]([CH:14]=1)=[CH:12][C:11]([F:15])=[CH:10][C:9]=2[Br:16])=[O:5])[CH3:2].[C:17]([O:21][C:22]([N:24]1[CH2:28][C@H:27]([CH3:29])OS1(=O)=O)=[O:23])([CH3:20])([CH3:19])[CH3:18].